Dataset: NCI-60 drug combinations with 297,098 pairs across 59 cell lines. Task: Regression. Given two drug SMILES strings and cell line genomic features, predict the synergy score measuring deviation from expected non-interaction effect. (1) Drug 1: CC(C1=C(C=CC(=C1Cl)F)Cl)OC2=C(N=CC(=C2)C3=CN(N=C3)C4CCNCC4)N. Drug 2: C1CNP(=O)(OC1)N(CCCl)CCCl. Cell line: DU-145. Synergy scores: CSS=2.20, Synergy_ZIP=0.0553, Synergy_Bliss=4.10, Synergy_Loewe=-0.766, Synergy_HSA=1.50. (2) Drug 1: CC1=C(C=C(C=C1)NC2=NC=CC(=N2)N(C)C3=CC4=NN(C(=C4C=C3)C)C)S(=O)(=O)N.Cl. Drug 2: CCN(CC)CCNC(=O)C1=C(NC(=C1C)C=C2C3=C(C=CC(=C3)F)NC2=O)C. Cell line: T-47D. Synergy scores: CSS=4.13, Synergy_ZIP=-0.286, Synergy_Bliss=2.79, Synergy_Loewe=-0.499, Synergy_HSA=0.282. (3) Drug 1: C1=CC(=CC=C1CCC2=CNC3=C2C(=O)NC(=N3)N)C(=O)NC(CCC(=O)O)C(=O)O. Drug 2: C(=O)(N)NO. Cell line: SK-MEL-5. Synergy scores: CSS=12.0, Synergy_ZIP=0.338, Synergy_Bliss=8.30, Synergy_Loewe=-2.43, Synergy_HSA=4.80. (4) Drug 1: CNC(=O)C1=CC=CC=C1SC2=CC3=C(C=C2)C(=NN3)C=CC4=CC=CC=N4. Drug 2: C1=CC(=CC=C1CC(C(=O)O)N)N(CCCl)CCCl.Cl. Cell line: U251. Synergy scores: CSS=29.9, Synergy_ZIP=-6.57, Synergy_Bliss=-0.00480, Synergy_Loewe=1.23, Synergy_HSA=1.53. (5) Drug 1: CCC1=CC2CC(C3=C(CN(C2)C1)C4=CC=CC=C4N3)(C5=C(C=C6C(=C5)C78CCN9C7C(C=CC9)(C(C(C8N6C)(C(=O)OC)O)OC(=O)C)CC)OC)C(=O)OC.C(C(C(=O)O)O)(C(=O)O)O. Drug 2: CCC(=C(C1=CC=CC=C1)C2=CC=C(C=C2)OCCN(C)C)C3=CC=CC=C3.C(C(=O)O)C(CC(=O)O)(C(=O)O)O. Cell line: MDA-MB-231. Synergy scores: CSS=36.1, Synergy_ZIP=9.30, Synergy_Bliss=9.19, Synergy_Loewe=-22.3, Synergy_HSA=9.59.